From a dataset of Catalyst prediction with 721,799 reactions and 888 catalyst types from USPTO. Predict which catalyst facilitates the given reaction. Reactant: [CH3:1][N:2]1[C:6]2=[N:7][C:8]([N:11]3[CH:16]=[CH:15][C:14]([C:17]4[N:18]=[N:19][C:20]([C:23]([F:26])([F:25])[F:24])=[CH:21][CH:22]=4)=[CH:13][C:12]3=[O:27])=[CH:9][CH:10]=[C:5]2[C:4]2[CH2:28][NH:29][CH2:30][CH2:31][C:3]1=2.[ClH:32]. Product: [ClH:32].[CH3:1][N:2]1[C:6]2=[N:7][C:8]([N:11]3[CH:16]=[CH:15][C:14]([C:17]4[N:18]=[N:19][C:20]([C:23]([F:24])([F:26])[F:25])=[CH:21][CH:22]=4)=[CH:13][C:12]3=[O:27])=[CH:9][CH:10]=[C:5]2[C:4]2[CH2:28][NH:29][CH2:30][CH2:31][C:3]1=2. The catalyst class is: 275.